Dataset: NCI-60 drug combinations with 297,098 pairs across 59 cell lines. Task: Regression. Given two drug SMILES strings and cell line genomic features, predict the synergy score measuring deviation from expected non-interaction effect. (1) Drug 1: CC1=C(C=C(C=C1)C(=O)NC2=CC(=CC(=C2)C(F)(F)F)N3C=C(N=C3)C)NC4=NC=CC(=N4)C5=CN=CC=C5. Drug 2: CNC(=O)C1=NC=CC(=C1)OC2=CC=C(C=C2)NC(=O)NC3=CC(=C(C=C3)Cl)C(F)(F)F. Cell line: IGROV1. Synergy scores: CSS=1.93, Synergy_ZIP=1.14, Synergy_Bliss=3.47, Synergy_Loewe=1.33, Synergy_HSA=1.43. (2) Drug 1: CC1=CC2C(CCC3(C2CCC3(C(=O)C)OC(=O)C)C)C4(C1=CC(=O)CC4)C. Drug 2: CC1C(C(CC(O1)OC2CC(CC3=C2C(=C4C(=C3O)C(=O)C5=C(C4=O)C(=CC=C5)OC)O)(C(=O)CO)O)N)O.Cl. Cell line: SW-620. Synergy scores: CSS=43.6, Synergy_ZIP=2.80, Synergy_Bliss=2.40, Synergy_Loewe=-16.0, Synergy_HSA=4.33. (3) Drug 1: CC1C(C(CC(O1)OC2CC(CC3=C2C(=C4C(=C3O)C(=O)C5=C(C4=O)C(=CC=C5)OC)O)(C(=O)C)O)N)O.Cl. Drug 2: CC1CCCC2(C(O2)CC(NC(=O)CC(C(C(=O)C(C1O)C)(C)C)O)C(=CC3=CSC(=N3)C)C)C. Cell line: SNB-19. Synergy scores: CSS=17.6, Synergy_ZIP=-4.24, Synergy_Bliss=3.88, Synergy_Loewe=2.60, Synergy_HSA=3.42. (4) Drug 1: C1CCN(CC1)CCOC2=CC=C(C=C2)C(=O)C3=C(SC4=C3C=CC(=C4)O)C5=CC=C(C=C5)O. Drug 2: CC(C)NC(=O)C1=CC=C(C=C1)CNNC.Cl. Cell line: UACC-257. Synergy scores: CSS=-6.67, Synergy_ZIP=3.41, Synergy_Bliss=2.04, Synergy_Loewe=-4.55, Synergy_HSA=-3.92. (5) Drug 1: CC1C(C(=O)NC(C(=O)N2CCCC2C(=O)N(CC(=O)N(C(C(=O)O1)C(C)C)C)C)C(C)C)NC(=O)C3=C4C(=C(C=C3)C)OC5=C(C(=O)C(=C(C5=N4)C(=O)NC6C(OC(=O)C(N(C(=O)CN(C(=O)C7CCCN7C(=O)C(NC6=O)C(C)C)C)C)C(C)C)C)N)C. Drug 2: CC12CCC3C(C1CCC2O)C(CC4=C3C=CC(=C4)O)CCCCCCCCCS(=O)CCCC(C(F)(F)F)(F)F. Cell line: RPMI-8226. Synergy scores: CSS=60.6, Synergy_ZIP=11.3, Synergy_Bliss=9.89, Synergy_Loewe=-44.8, Synergy_HSA=10.1.